From a dataset of Forward reaction prediction with 1.9M reactions from USPTO patents (1976-2016). Predict the product of the given reaction. (1) Given the reactants [NH2:1][C:2]1[CH:31]=[CH:30][C:5]([CH2:6][C:7]2[NH:15][C:14]3[C:13](=[O:16])[N:12]([CH2:17][C:18]4[CH:23]=[CH:22][CH:21]=[CH:20][C:19]=4[F:24])[C:11](=[O:25])[N:10]([CH2:26][CH2:27][CH2:28][CH3:29])[C:9]=3[N:8]=2)=[CH:4][CH:3]=1.[CH3:32][C:33]1[CH:34]=[C:35]([S:39](Cl)(=[O:41])=[O:40])[CH:36]=[CH:37][CH:38]=1, predict the reaction product. The product is: [CH2:26]([N:10]1[C:9]2[N:8]=[C:7]([CH2:6][C:5]3[CH:4]=[CH:3][C:2]([NH:1][S:39]([C:35]4[CH:36]=[CH:37][CH:38]=[C:33]([CH3:32])[CH:34]=4)(=[O:41])=[O:40])=[CH:31][CH:30]=3)[NH:15][C:14]=2[C:13](=[O:16])[N:12]([CH2:17][C:18]2[CH:23]=[CH:22][CH:21]=[CH:20][C:19]=2[F:24])[C:11]1=[O:25])[CH2:27][CH2:28][CH3:29]. (2) Given the reactants [CH3:1][C:2]1[O:3][C:4]2[CH:10]=[C:9]([NH2:11])[CH:8]=[CH:7][C:5]=2[N:6]=1.N1C=CC=CC=1.Cl[C:19]([O:21][CH2:22][C:23]([Cl:26])([Cl:25])[Cl:24])=[O:20], predict the reaction product. The product is: [CH3:1][C:2]1[O:3][C:4]2[CH:10]=[C:9]([NH:11][C:19](=[O:20])[O:21][CH2:22][C:23]([Cl:26])([Cl:25])[Cl:24])[CH:8]=[CH:7][C:5]=2[N:6]=1.